This data is from Peptide-MHC class II binding affinity with 134,281 pairs from IEDB. The task is: Regression. Given a peptide amino acid sequence and an MHC pseudo amino acid sequence, predict their binding affinity value. This is MHC class II binding data. (1) The peptide sequence is PALLALLALPALLLL. The MHC is HLA-DPA10103-DPB10301 with pseudo-sequence HLA-DPA10103-DPB10301. The binding affinity (normalized) is 0.213. (2) The peptide sequence is AFHLDGDNLFPKV. The MHC is HLA-DQA10501-DQB10201 with pseudo-sequence HLA-DQA10501-DQB10201. The binding affinity (normalized) is 0.778. (3) The peptide sequence is PKGAPCRIPVIVADD. The MHC is DRB5_0101 with pseudo-sequence DRB5_0101. The binding affinity (normalized) is 0. (4) The peptide sequence is SWENTTVDLSTKPQQ. The MHC is DRB1_0101 with pseudo-sequence DRB1_0101. The binding affinity (normalized) is 0.211. (5) The binding affinity (normalized) is 0.872. The MHC is DRB1_0701 with pseudo-sequence DRB1_0701. The peptide sequence is APQIVRGASEDVRKQPYNLTIAWFRMGG. (6) The peptide sequence is LLAMAVLAALFAGAW. The MHC is HLA-DPA10103-DPB10301 with pseudo-sequence HLA-DPA10103-DPB10301. The binding affinity (normalized) is 0.0222. (7) The peptide sequence is GGLLMSRKHKWKLSGVERANSVTW. The MHC is DRB1_0701 with pseudo-sequence DRB1_0701. The binding affinity (normalized) is 0. (8) The peptide sequence is GSMAKKGDEQKLRSA. The MHC is DRB1_0901 with pseudo-sequence DRB1_0901. The binding affinity (normalized) is 0.212.